This data is from Forward reaction prediction with 1.9M reactions from USPTO patents (1976-2016). The task is: Predict the product of the given reaction. (1) The product is: [CH3:16][O:15][C:12]1[CH:13]=[CH:14][C:9]([NH:8][C:6]([C:5]2[CH:27]=[CH:28][C:2]([C:35]3[CH:34]=[CH:33][CH:32]=[C:31]([C:30]([F:41])([F:40])[F:29])[CH:36]=3)=[CH:3][CH:4]=2)=[O:7])=[CH:10][C:11]=1[NH:17][C:18](=[O:26])[CH2:19][N:20]1[CH2:25][CH2:24][O:23][CH2:22][CH2:21]1. Given the reactants Br[C:2]1[CH:28]=[CH:27][C:5]([C:6]([NH:8][C:9]2[CH:14]=[CH:13][C:12]([O:15][CH3:16])=[C:11]([NH:17][C:18](=[O:26])[CH2:19][N:20]3[CH2:25][CH2:24][O:23][CH2:22][CH2:21]3)[CH:10]=2)=[O:7])=[CH:4][CH:3]=1.[F:29][C:30]([F:41])([F:40])[C:31]1[CH:32]=[C:33](B(O)O)[CH:34]=[CH:35][CH:36]=1.C(=O)([O-])[O-].[Na+].[Na+], predict the reaction product. (2) Given the reactants C([O:3][C:4]([C:6]1([C:9]2[CH:10]=[C:11]([C:15]3[CH:20]=[CH:19][C:18]([N:21]4[C:25]([NH:26][C:27]([O:29][C@@H:30]([C:32]5[CH:37]=[CH:36][CH:35]=[CH:34][CH:33]=5)[CH3:31])=[O:28])=[C:24]([CH3:38])[N:23]=[N:22]4)=[CH:17][CH:16]=3)[CH:12]=[CH:13][CH:14]=2)[CH2:8][CH2:7]1)=[O:5])C.[OH-].[Na+], predict the reaction product. The product is: [CH3:38][C:24]1[N:23]=[N:22][N:21]([C:18]2[CH:19]=[CH:20][C:15]([C:11]3[CH:12]=[CH:13][CH:14]=[C:9]([C:6]4([C:4]([OH:5])=[O:3])[CH2:8][CH2:7]4)[CH:10]=3)=[CH:16][CH:17]=2)[C:25]=1[NH:26][C:27]([O:29][C@@H:30]([C:32]1[CH:33]=[CH:34][CH:35]=[CH:36][CH:37]=1)[CH3:31])=[O:28]. (3) Given the reactants [NH2:1][C:2]1[NH:3][C:4]2[CH:10]=[CH:9][CH:8]=[CH:7][C:5]=2[N:6]=1.[N:11]1[CH:16]=[CH:15][C:14]([C:17](=O)[CH2:18][C:19](OCC)=[O:20])=[CH:13][CH:12]=1, predict the reaction product. The product is: [N:11]1[CH:16]=[CH:15][C:14]([C:17]2[N:1]=[C:2]3[NH:6][C:5]4[CH:7]=[CH:8][CH:9]=[CH:10][C:4]=4[N:3]3[C:19](=[O:20])[CH:18]=2)=[CH:13][CH:12]=1. (4) Given the reactants [NH2:1][C:2]1[CH:3]=[CH:4][C:5]2[C:6](=[O:15])[C:7]3[C:12]([C:13]=2[CH:14]=1)=[CH:11][CH:10]=[CH:9][CH:8]=3.C(N(CC)CC)C.[Cl:23][CH2:24][C:25](Cl)=[O:26], predict the reaction product. The product is: [Cl:23][CH2:24][C:25]([NH:1][C:2]1[CH:3]=[CH:4][C:5]2[C:6](=[O:15])[C:7]3[C:12]([C:13]=2[CH:14]=1)=[CH:11][CH:10]=[CH:9][CH:8]=3)=[O:26].